Dataset: Peptide-MHC class II binding affinity with 134,281 pairs from IEDB. Task: Regression. Given a peptide amino acid sequence and an MHC pseudo amino acid sequence, predict their binding affinity value. This is MHC class II binding data. (1) The peptide sequence is AFQFYFELLLFDYPT. The MHC is DRB1_0101 with pseudo-sequence DRB1_0101. The binding affinity (normalized) is 0.202. (2) The peptide sequence is YRKLKREITFHGAKE. The MHC is DRB4_0101 with pseudo-sequence DRB4_0103. The binding affinity (normalized) is 0.625. (3) The peptide sequence is LWDIPTPKIIEECEH. The MHC is DRB3_0301 with pseudo-sequence DRB3_0301. The binding affinity (normalized) is 0.268. (4) The peptide sequence is AAATAETTVYGAFAA. The MHC is HLA-DPA10103-DPB10601 with pseudo-sequence HLA-DPA10103-DPB10601. The binding affinity (normalized) is 0.127.